The task is: Regression. Given two drug SMILES strings and cell line genomic features, predict the synergy score measuring deviation from expected non-interaction effect.. This data is from NCI-60 drug combinations with 297,098 pairs across 59 cell lines. (1) Synergy scores: CSS=61.2, Synergy_ZIP=4.31, Synergy_Bliss=3.19, Synergy_Loewe=3.43, Synergy_HSA=6.46. Drug 1: CC12CCC3C(C1CCC2=O)CC(=C)C4=CC(=O)C=CC34C. Drug 2: C1=CC(=C2C(=C1NCCNCCO)C(=O)C3=C(C=CC(=C3C2=O)O)O)NCCNCCO. Cell line: NCI-H460. (2) Drug 1: C1CCC(CC1)NC(=O)N(CCCl)N=O. Drug 2: CC(C1=C(C=CC(=C1Cl)F)Cl)OC2=C(N=CC(=C2)C3=CN(N=C3)C4CCNCC4)N. Cell line: NCI-H460. Synergy scores: CSS=9.75, Synergy_ZIP=-1.69, Synergy_Bliss=-0.430, Synergy_Loewe=-0.809, Synergy_HSA=-0.229. (3) Drug 1: C1=C(C(=O)NC(=O)N1)F. Drug 2: CC1=C(C=C(C=C1)C(=O)NC2=CC(=CC(=C2)C(F)(F)F)N3C=C(N=C3)C)NC4=NC=CC(=N4)C5=CN=CC=C5. Cell line: MALME-3M. Synergy scores: CSS=33.8, Synergy_ZIP=5.10, Synergy_Bliss=4.99, Synergy_Loewe=3.33, Synergy_HSA=3.72. (4) Drug 1: C1=NC2=C(N=C(N=C2N1C3C(C(C(O3)CO)O)F)Cl)N. Drug 2: C1=CN(C=N1)CC(O)(P(=O)(O)O)P(=O)(O)O. Cell line: TK-10. Synergy scores: CSS=13.5, Synergy_ZIP=-3.70, Synergy_Bliss=-2.53, Synergy_Loewe=-15.7, Synergy_HSA=-3.09. (5) Drug 1: C1CC(C1)(C(=O)O)C(=O)O.[NH2-].[NH2-].[Pt+2]. Drug 2: C1CCC(C(C1)N)N.C(=O)(C(=O)[O-])[O-].[Pt+4]. Cell line: MCF7. Synergy scores: CSS=31.6, Synergy_ZIP=-4.38, Synergy_Bliss=4.08, Synergy_Loewe=-22.5, Synergy_HSA=3.48. (6) Drug 1: C1=CN(C(=O)N=C1N)C2C(C(C(O2)CO)O)(F)F. Drug 2: CCN(CC)CCNC(=O)C1=C(NC(=C1C)C=C2C3=C(C=CC(=C3)F)NC2=O)C. Cell line: SK-OV-3. Synergy scores: CSS=67.4, Synergy_ZIP=5.36, Synergy_Bliss=4.81, Synergy_Loewe=-5.06, Synergy_HSA=9.43. (7) Drug 2: CC1=C(C=C(C=C1)NC(=O)C2=CC=C(C=C2)CN3CCN(CC3)C)NC4=NC=CC(=N4)C5=CN=CC=C5. Synergy scores: CSS=-6.47, Synergy_ZIP=-0.495, Synergy_Bliss=-8.69, Synergy_Loewe=-10.2, Synergy_HSA=-10.2. Drug 1: CC12CCC(CC1=CCC3C2CCC4(C3CC=C4C5=CN=CC=C5)C)O. Cell line: EKVX.